This data is from Forward reaction prediction with 1.9M reactions from USPTO patents (1976-2016). The task is: Predict the product of the given reaction. (1) Given the reactants [OH:1][C@H:2]([C:4]1[NH:8][N:7]=[C:6]([O:9][S:10]([C:13]2[CH:18]=[CH:17][C:16]([CH3:19])=[CH:15][CH:14]=2)(=[O:12])=[O:11])[CH:5]=1)[CH3:3].[Cr](O[Cr]([O-])(=O)=O)([O-])(=O)=O.[NH+]1C=CC=CC=1.[NH+]1C=CC=CC=1, predict the reaction product. The product is: [C:2]([C:4]1[NH:8][N:7]=[C:6]([O:9][S:10]([C:13]2[CH:18]=[CH:17][C:16]([CH3:19])=[CH:15][CH:14]=2)(=[O:12])=[O:11])[CH:5]=1)(=[O:1])[CH3:3]. (2) Given the reactants [CH2:1]([O:3][C:4]1[CH:9]=[C:8]([O:10]CC2C=CC(OC)=CC=2)[N:7]=[CH:6][C:5]=1[C:20]1[CH:25]=[CH:24][C:23]([CH2:26][C:27]([NH:29][C:30]2[O:34][N:33]=[C:32]([C:35]([CH3:41])([CH3:40])[C:36]([F:39])([F:38])[F:37])[CH:31]=2)=[O:28])=[C:22]([F:42])[CH:21]=1)[CH3:2], predict the reaction product. The product is: [CH2:1]([O:3][C:4]1[C:5]([C:20]2[CH:25]=[CH:24][C:23]([CH2:26][C:27]([NH:29][C:30]3[O:34][N:33]=[C:32]([C:35]([CH3:41])([CH3:40])[C:36]([F:38])([F:39])[F:37])[CH:31]=3)=[O:28])=[C:22]([F:42])[CH:21]=2)=[CH:6][NH:7][C:8](=[O:10])[CH:9]=1)[CH3:2]. (3) Given the reactants [NH2:1][C:2]1[CH:7]=[C:6]([C:8]([C:10]2[S:11][C:12]([Br:21])=[C:13]([CH2:15][C:16]([O:18][CH2:19][CH3:20])=[O:17])[CH:14]=2)=[O:9])[CH:5]=[CH:4][C:3]=1[C:22]#[C:23][C:24]1[CH:39]=[CH:38][C:27]([C:28]([O:30][CH2:31][C:32]2[CH:37]=[CH:36][CH:35]=[CH:34][CH:33]=2)=[O:29])=[CH:26][CH:25]=1.[Br-].[Br-].[Br-].[In+3], predict the reaction product. The product is: [Br:21][C:12]1[S:11][C:10]([C:8]([C:6]2[CH:7]=[C:2]3[C:3]([CH:22]=[C:23]([C:24]4[CH:25]=[CH:26][C:27]([C:28]([O:30][CH2:31][C:32]5[CH:37]=[CH:36][CH:35]=[CH:34][CH:33]=5)=[O:29])=[CH:38][CH:39]=4)[NH:1]3)=[CH:4][CH:5]=2)=[O:9])=[CH:14][C:13]=1[CH2:15][C:16]([O:18][CH2:19][CH3:20])=[O:17]. (4) Given the reactants [NH2:1][C:2]1[CH:3]=[C:4]([C:8]2[C:17]3[C:12](=[CH:13][CH:14]=[CH:15][CH:16]=3)[CH:11]=[N:10][CH:9]=2)[CH:5]=[CH:6][CH:7]=1.[C:18]([N:25]1[CH:29]=[CH:28]N=[CH:26]1)(N1C=CN=C1)=[O:19].[CH3:30][O:31][C:32]1[CH:33]=[C:34]2C(=[CH:39][C:40]=1[C:41]([F:44])([F:43])[F:42])NCC2, predict the reaction product. The product is: [CH:11]1[C:12]2[C:17](=[CH:16][CH:15]=[CH:14][CH:13]=2)[C:8]([C:4]2[CH:3]=[C:2]([NH:1][C:18]([N:25]3[C:26]4[C:34](=[CH:33][C:32]([O:31][CH3:30])=[C:40]([C:41]([F:43])([F:44])[F:42])[CH:39]=4)[CH2:28][CH2:29]3)=[O:19])[CH:7]=[CH:6][CH:5]=2)=[CH:9][N:10]=1. (5) Given the reactants [C:1]([C@@:3]12[CH2:20][CH2:19][C:18]3[CH:17]=[C:16]([O:21][CH3:22])[CH:15]=[CH:14][C:13]=3[C:12]1=[C:11]([CH2:23][CH2:24][CH2:25][CH2:26][CH3:27])[CH2:10][C@@:8]1([CH3:9])[C@H:4]2[CH2:5][CH2:6][C@@H:7]1[OH:28])#N.CC(C[AlH]CC(C)C)C.C1(C)C=CC(S(O)(=O)=[O:45])=CC=1, predict the reaction product. The product is: [CH:1]([C@@:3]12[CH2:20][CH2:19][C:18]3[CH:17]=[C:16]([O:21][CH3:22])[CH:15]=[CH:14][C:13]=3[C:12]1=[C:11]([CH2:23][CH2:24][CH2:25][CH2:26][CH3:27])[CH2:10][C@@:8]1([CH3:9])[C@H:4]2[CH2:5][CH2:6][C@@H:7]1[OH:28])=[O:45].